Dataset: NCI-60 drug combinations with 297,098 pairs across 59 cell lines. Task: Regression. Given two drug SMILES strings and cell line genomic features, predict the synergy score measuring deviation from expected non-interaction effect. (1) Drug 1: C(CC(=O)O)C(=O)CN.Cl. Drug 2: C1CN(CCN1C(=O)CCBr)C(=O)CCBr. Cell line: HOP-62. Synergy scores: CSS=14.5, Synergy_ZIP=-0.859, Synergy_Bliss=0.450, Synergy_Loewe=-20.1, Synergy_HSA=-2.08. (2) Drug 1: COC1=C(C=C2C(=C1)N=CN=C2NC3=CC(=C(C=C3)F)Cl)OCCCN4CCOCC4. Drug 2: CC(C1=C(C=CC(=C1Cl)F)Cl)OC2=C(N=CC(=C2)C3=CN(N=C3)C4CCNCC4)N. Cell line: TK-10. Synergy scores: CSS=26.6, Synergy_ZIP=0.902, Synergy_Bliss=-0.404, Synergy_Loewe=-6.07, Synergy_HSA=-0.0869.